This data is from Peptide-MHC class I binding affinity with 185,985 pairs from IEDB/IMGT. The task is: Regression. Given a peptide amino acid sequence and an MHC pseudo amino acid sequence, predict their binding affinity value. This is MHC class I binding data. The peptide sequence is CKTILKALG. The MHC is HLA-A02:01 with pseudo-sequence HLA-A02:01. The binding affinity (normalized) is 0.